From a dataset of Full USPTO retrosynthesis dataset with 1.9M reactions from patents (1976-2016). Predict the reactants needed to synthesize the given product. (1) Given the product [OH:20][C:19]1[C:4]([C:5](=[O:7])[CH3:6])=[N:3][N:2]([CH3:1])[C:18]=1[C:15]1[CH:16]=[CH:17][C:12]([CH2:8][CH:9]([CH3:11])[CH3:10])=[CH:13][CH:14]=1, predict the reactants needed to synthesize it. The reactants are: [CH3:1][NH:2][N:3]=[CH:4][C:5](=[O:7])[CH3:6].[CH2:8]([C:12]1[CH:17]=[CH:16][C:15]([C:18](=O)[CH:19]=[O:20])=[CH:14][CH:13]=1)[CH:9]([CH3:11])[CH3:10].C(Cl)(Cl)Cl.CCCCCC.C(OCC)(=O)C. (2) Given the product [CH:1]1([N:6]2[C:14]3[CH:13]=[CH:12][N:11]=[C:10]([O:15][CH3:16])[C:9]=3[C:8]([C:17]3[CH:18]=[C:19]([C:22]([NH:30][CH3:29])=[O:24])[S:20][CH:21]=3)=[N:7]2)[CH2:2][CH2:3][CH2:4][CH2:5]1, predict the reactants needed to synthesize it. The reactants are: [CH:1]1([N:6]2[C:14]3[CH:13]=[CH:12][N:11]=[C:10]([O:15][CH3:16])[C:9]=3[C:8]([C:17]3[CH:18]=[C:19]([C:22]([OH:24])=O)[S:20][CH:21]=3)=[N:7]2)[CH2:5][CH2:4][CH2:3][CH2:2]1.Cl.CN.C[CH2:29][N:30](C(C)C)C(C)C.CCN=C=NCCCN(C)C.Cl.C1C=CC2N(O)N=NC=2C=1. (3) Given the product [OH:1][C:2]([C@H:5]1[CH2:9][CH2:8][N:7]([C:12]2[CH:19]=[CH:18][C:15]([C:16]#[N:17])=[CH:14][C:13]=2[CH3:20])[C@H:6]1[CH3:10])([CH3:4])[CH3:3], predict the reactants needed to synthesize it. The reactants are: [OH:1][C:2]([C@H:5]1[CH2:9][CH2:8][NH:7][C@H:6]1[CH3:10])([CH3:4])[CH3:3].F[C:12]1[CH:19]=[CH:18][C:15]([C:16]#[N:17])=[CH:14][C:13]=1[CH3:20]. (4) Given the product [CH3:49][O:50][C:51](=[O:59])[C:52]1[CH:57]=[CH:56][C:55]([NH:58][C:8](=[O:9])[CH:7]([C:11]2[CH:16]=[CH:15][C:14]([F:17])=[C:13]([C:18]([F:19])([F:20])[F:21])[CH:12]=2)[CH2:6][CH:1]2[CH2:2][CH2:3][CH2:4][CH2:5]2)=[N:54][CH:53]=1, predict the reactants needed to synthesize it. The reactants are: [CH:1]1([CH2:6][CH:7]([C:11]2[CH:16]=[CH:15][C:14]([F:17])=[C:13]([C:18]([F:21])([F:20])[F:19])[CH:12]=2)[C:8](O)=[O:9])[CH2:5][CH2:4][CH2:3][CH2:2]1.F[P-](F)(F)(F)(F)F.N1(O[P+](N(C)C)(N(C)C)N(C)C)C2C=CC=CC=2N=N1.[CH3:49][O:50][C:51](=[O:59])[C:52]1[CH:57]=[CH:56][C:55]([NH2:58])=[N:54][CH:53]=1.C(N(CC)C(C)C)(C)C. (5) Given the product [CH2:13]([N:20]1[CH2:21][CH2:22][C:23]2([NH:27][C:26](=[O:28])[N:25]([C:29]3[CH:34]=[CH:33][C:32]([O:35][C:36]([F:37])([F:38])[F:39])=[CH:31][CH:30]=3)[CH2:24]2)[CH2:41][CH2:42]1)[C:14]1[CH:19]=[CH:18][CH:17]=[CH:16][CH:15]=1, predict the reactants needed to synthesize it. The reactants are: [Cl-].[Al+3].[Cl-].[Cl-].[H-].[H-].[H-].[H-].[Li+].[Al+3].[OH-].[K+].[CH2:13]([N:20]1[CH2:42][CH2:41][C:23]2([NH:27][C:26](=[O:28])[N:25]([C:29]3[CH:34]=[CH:33][C:32]([O:35][C:36]([F:39])([F:38])[F:37])=[CH:31][CH:30]=3)[C:24]2=O)[CH2:22][CH2:21]1)[C:14]1[CH:19]=[CH:18][CH:17]=[CH:16][CH:15]=1.